Dataset: Drug-target binding data from BindingDB using Kd measurements. Task: Regression. Given a target protein amino acid sequence and a drug SMILES string, predict the binding affinity score between them. We predict pKd (pKd = -log10(Kd in M); higher means stronger binding). Dataset: bindingdb_kd. (1) The target protein sequence is MAELKLGYKASAEQFAPRELVELAVAAEAHGMDSATVSDHFQPFRHQGGHAPFSLSWMTAVGERTNRLLLGTSVLTPTFRYNPAVIAQAFATMGCLYPNRVFLGVGTGEALNEIATGYEGAWPEFKERFARLRESVGLMRQLWSGDRVDFDGDYYRLKGASIYDVPDGGVPVYIAAGGPAVAKYAGRAGDGFICTSGKGEELYTEKLMPAVREGAAAADRSVDGIDKMIEIKISYDPDPELALNNTRFWAPLSLTAEQKHSIDDPIEMEKAADALPIEQIAKRWIVASDPDEAVEKVGQYVTWGLNHLVFHAPGHDQRRFLELFQSDLAPRLRRLG. The compound is O=C[C@H](O)[C@@H](O)[C@@H](O)[C@H](O)COP(=O)(O)O. The pKd is 4.7. (2) The compound is COc1cc2c(N3CCN(C(=O)Nc4ccc(OC(C)C)cc4)CC3)ncnc2cc1OCCCN1CCCCC1. The target protein sequence is HHSTVADGLITTLHYPAPKRNKPTVYGVSPNYDKWEMERTDITMKHKLGGGQYGEVYEGVWKKYSLTVAVKTLKEDTMEVEEFLKEAAVMKEIKHPNLVQLLGVCTREPPFYIITEFMTYGNLLDYLRECNRQEVNAVVLLYMATQISSATEYLEKKNFIHRDLAARNCLVGENHLVKVADFGLSRLMTGDTYTAHAGAKFPIKWTAPESLAYNKFSIKSDVWAFGVLLWEIATYGMSPYPGIDLSQVYELLEKDYRMERPEGCPEKVYELMRACWQWNPSDRPSFAEIHQAFETMFQES. The pKd is 5.0. (3) The small molecule is CC(C)CC(CC(=O)OCC1(CO)C/C(=C\c2ccc(C(=O)O)cc2)C(=O)O1)CC(C)C. The target protein (P28867) has sequence MAPFLRISFNSYELGSLQVEDEASQPFCAVKMKEALSTERGKTLVQKKPTMYPEWKTTFDAHIYEGRVIQIVLMRAAEDPVSEVTVGVSVLAERCKKNNGKAEFWLDLQPQAKVLMCVQYFLEDGDCKQSMRSEEEAKFPTMNRRGAIKQAKIHYIKNHEFIATFFGQPTFCSVCKEFVWGLNKQGYKCRQCNAAIHKKCIDKIIGRCTGTATNSRDTIFQKERFNIDMPHRFKVYNYMSPTFCDHCGSLLWGLVKQGLKCEDCGMNVHHKCREKVANLCGINQKLLAEALNQVTQRSSRKLDTTESVGIYQGFEKKPEVSGSDILDNNGTYGKIWEGSTRCTLENFTFQKVLGKGSFGKVLLAELKGKDKYFAIKCLKKDVVLIDDDVECTMVEKRVLALAWESPFLTHLICTFQTKDHLFFVMEFLNGGDLMFHIQDKGRFELYRATFYAAEIICGLQFLHSKGIIYRDLKLDNVMLDRDGHIKIADFGMCKENIFGE.... The pKd is 7.0. (4) The compound is Cc1cc(Nc2ncc3cc(-c4c(Cl)cccc4Cl)c(=O)n(C)c3n2)ccc1F. The target protein sequence is MRGARGAWDFLCVLLLLLRVQTGSSQPSVSPGEPSPPSIHPGKSDLIVRVGDEIRLLCTDPGFVKWTFEILDETNENKQNEWITEKAEATNTGKYTCTNKHGLSNSIYVFVRDPAKLFLVDRSLYGKEDNDTLVRCPLTDPEVTNYSLKGCQGKPLPKDLRFIPDPKAGIMIKSVKRAYHRLCLHCSVDQEGKSVLSEKFILKVRPAFKAVPVVSVSKASYLLREGEEFTVTCTIKDVSSSVYSTWKRENSQTKLQEKYNSWHHGDFNYERQATLTISSARVNDSGVFMCYANNTFGSANVTTTLEVVDKGFINIFPMINTTVFVNDGENVDLIVEYEAFPKPEHQQWIYMNRTFTDKWEDYPKSENESNIRYVSELHLTRLKGTEGGTYTFLVSNSDVNAAIAFNVYVNTKPEILTYDRLVNGMLQCVAAGFPEPTIDWYFCPGTEQRCSASVLPVDVQTLNSSGPPFGKLVVQSSIDSSAFKHNGTVECKAYNDVGKT.... The pKd is 9.0. (5) The drug is COc1ccc(COc2ccc(Cc3cnc(N)nc3N)cc2OC)cc1. The target protein (Q8IVH8) has sequence MNPGFDLSRRNPQEDFELIQRIGSGTYGDVYKARNVNTGELAAIKVIKLEPGEDFAVVQQEIIMMKDCKHPNIVAYFGSYLRRDKLWICMEFCGGGSLQDIYHVTGPLSELQIAYVSRETLQGLYYLHSKGKMHRDIKGANILLTDNGHVKLADFGVSAQITATIAKRKSFIGTPYWMAPEVAAVERKGGYNQLCDLWAVGITAIELAELQPPMFDLHPMRALFLMTKSNFQPPKLKDKMKWSNSFHHFVKMALTKNPKKRPTAEKLLQHPFVTQHLTRSLAIELLDKVNNPDHSTYHDFDDDDPEPLVAVPHRIHSTSRNVREEKTRSEITFGQVKFDPPLRKETEPHHELPDSDGFLDSSEEIYYTARSNLDLQLEYGQGHQGGYFLGANKSLLKSVEEELHQRGHVAHLEDDEGDDDESKHSTLKAKIPPPLPPKPKSIFIPQEMHSTEDENQGTIKRCPMSGSPAKPSQVPPRPPPPRLPPHKPVALGNGMSSFQL.... The pKd is 5.0. (6) The small molecule is O=S(=O)([O-])c1cc(N=C=S)ccc1/C=C/c1ccc(N=C=S)cc1S(=O)(=O)[O-]. The target protein (P01374) has sequence MTPPERLFLPRVCGTTLHLLLLGLLLVLLPGAQGLPGVGLTPSAAQTARQHPKMHLAHSTLKPAAHLIGDPSKQNSLLWRANTDRAFLQDGFSLSNNSLLVPTSGIYFVYSQVVFSGKAYSPKATSSPLYLAHEVQLFSSQYPFHVPLLSSQKMVYPGLQEPWLHSMYHGAAFQLTQGDQLSTHTDGIPHLVLSPSTVFFGAFAL. The pKd is 5.0. (7) The compound is O=C(OCCn1ccnc1-c1ccccc1)C1CCN(c2nc3ccccc3n2Cc2ccccc2)CC1. The target protein (O43924) has sequence MSAKDERAREILRGFKLNWMNLRDAETGKILWQGTEDLSVPGVEHEARVPKKILKCKAVSRELNFSSTEQMEKFRLEQKVYFKGQCLEEWFFEFGFVIPNSTNTWQSLIEAAPESQMMPASVLTGNVIIETKFFDDDLLVSTSRVRLFYV. The pKd is 8.2. (8) The small molecule is Cc1cccc(-c2cccn2-c2ccc(C(N)=O)c(NC3CCC(O)CC3)c2)c1. The target protein (P14625) has sequence MRALWVLGLCCVLLTFGSVRADDEVDVDGTVEEDLGKSREGSRTDDEVVQREEEAIQLDGLNASQIRELREKSEKFAFQAEVNRMMKLIINSLYKNKEIFLRELISNASDALDKIRLISLTDENALSGNEELTVKIKCDKEKNLLHVTDTGVGMTREELVKNLGTIAKSGTSEFLNKMTEAQEDGQSTSELIGQFGVGFYSAFLVADKVIVTSKHNNDTQHIWESDSNEFSVIADPRGNTLGRGTTITLVLKEEASDYLELDTIKNLVKKYSQFINFPIYVWSSKTETVEEPMEEEEAAKEEKEESDDEAAVEEEEEEKKPKTKKVEKTVWDWELMNDIKPIWQRPSKEVEEDEYKAFYKSFSKESDDPMAYIHFTAEGEVTFKSILFVPTSAPRGLFDEYGSKKSDYIKLYVRRVFITDDFHDMMPKYLNFVKGVVDSDDLPLNVSRETLQQHKLLKVIRKKLVRKTLDMIKKIADDKYNDTFWKEFGTNIKLGVIEDH.... The pKd is 5.0.